This data is from Catalyst prediction with 721,799 reactions and 888 catalyst types from USPTO. The task is: Predict which catalyst facilitates the given reaction. Reactant: [CH3:1][O:2][C:3](=[O:40])[CH2:4][C@H:5]1[C:9]2[CH:10]=[CH:11][C:12]([O:14][C@H:15]3[C:23]4[C:18](=[C:19]([O:25][C:26]5[CH:31]=[CH:30][C:29]([O:32]CC6C=CC=CC=6)=[CH:28][CH:27]=5)[CH:20]=[CH:21][C:22]=4[F:24])[CH2:17][CH2:16]3)=[CH:13][C:8]=2[O:7][CH2:6]1. Product: [CH3:1][O:2][C:3](=[O:40])[CH2:4][C@H:5]1[C:9]2[CH:10]=[CH:11][C:12]([O:14][C@H:15]3[C:23]4[C:18](=[C:19]([O:25][C:26]5[CH:27]=[CH:28][C:29]([OH:32])=[CH:30][CH:31]=5)[CH:20]=[CH:21][C:22]=4[F:24])[CH2:17][CH2:16]3)=[CH:13][C:8]=2[O:7][CH2:6]1. The catalyst class is: 304.